Dataset: Reaction yield outcomes from USPTO patents with 853,638 reactions. Task: Predict the reaction yield, written as a fraction of the theoretical maximum amount of product (1.0 means a 100% yield; for example, 0.34 means a 34% yield). The reactants are [CH2:1]([O:8][C:9]([N:11]1[CH2:16][CH2:15][CH:14]([N:17]=[N+]=[N-])[CH:13]([OH:20])[CH2:12]1)=[O:10])[C:2]1[CH:7]=[CH:6][CH:5]=[CH:4][CH:3]=1.C1(P(C2C=CC=CC=2)C2C=CC=CC=2)C=CC=CC=1.O.C(N(CC)CC)C.[C:48]([O:52][C:53](O[C:53]([O:52][C:48]([CH3:51])([CH3:50])[CH3:49])=[O:54])=[O:54])([CH3:51])([CH3:50])[CH3:49]. The catalyst is C(OCC)(=O)C.C(Cl)Cl.C1COCC1. The product is [CH2:1]([O:8][C:9]([N:11]1[CH2:16][CH2:15][CH:14]([NH:17][C:53]([O:52][C:48]([CH3:51])([CH3:50])[CH3:49])=[O:54])[CH:13]([OH:20])[CH2:12]1)=[O:10])[C:2]1[CH:7]=[CH:6][CH:5]=[CH:4][CH:3]=1. The yield is 0.780.